Dataset: Full USPTO retrosynthesis dataset with 1.9M reactions from patents (1976-2016). Task: Predict the reactants needed to synthesize the given product. (1) Given the product [ClH:1].[NH2:28][CH2:27][CH2:26][CH2:25][C:24]1[N:14]([C@@H:7]2[CH2:6][C:5]3[C:10](=[C:11]([F:13])[CH:12]=[C:3]([F:2])[CH:4]=3)[O:9][CH2:8]2)[C:41](=[S:40])[NH:42][CH:23]=1, predict the reactants needed to synthesize it. The reactants are: [ClH:1].[F:2][C:3]1[CH:4]=[C:5]2[C:10](=[C:11]([F:13])[CH:12]=1)[O:9][CH2:8][C@H:7]([NH2:14])[CH2:6]2.[Si](O[CH2:23][C:24](=O)[CH2:25][CH2:26][CH2:27][N:28]1C(=O)C2C(=CC=CC=2)C1=O)(C(C)(C)C)(C)C.[S-:40][C:41]#[N:42].[K+].[BH4-].[Na+]. (2) Given the product [CH3:9][N:8]([CH3:10])[C:6](=[O:7])[C:5]1[CH:11]=[CH:12][C:2]([N:25]2[CH:24]=[CH:23][N:22]=[C:21]2[C:18]2[CH:19]=[CH:20][S:16][CH:17]=2)=[C:3]([N+:13]([O-:15])=[O:14])[CH:4]=1, predict the reactants needed to synthesize it. The reactants are: F[C:2]1[CH:12]=[CH:11][C:5]([C:6]([N:8]([CH3:10])[CH3:9])=[O:7])=[CH:4][C:3]=1[N+:13]([O-:15])=[O:14].[S:16]1[CH:20]=[CH:19][C:18]([C:21]2[NH:22][CH:23]=[CH:24][N:25]=2)=[CH:17]1.C(=O)([O-])[O-].[K+].[K+].CN(C)C(=O)C.